Dataset: Reaction yield outcomes from USPTO patents with 853,638 reactions. Task: Predict the reaction yield, written as a fraction of the theoretical maximum amount of product (1.0 means a 100% yield; for example, 0.34 means a 34% yield). (1) The reactants are [CH:1]1([C:4]2[CH:9]=[CH:8][N:7]=[C:6]([NH:10][C:11]3[CH:12]=[C:13]([C:18]4[S:22][C:21]([C:23]5([NH:27]S(C(C)(C)C)=O)[CH2:26][CH2:25][CH2:24]5)=[N:20][CH:19]=4)[CH:14]=[C:15]([CH3:17])[CH:16]=3)[N:5]=2)[CH2:3][CH2:2]1.[ClH:34]. The catalyst is O1CCOCC1. The product is [ClH:34].[NH2:27][C:23]1([C:21]2[S:22][C:18]([C:13]3[CH:12]=[C:11]([NH:10][C:6]4[N:5]=[C:4]([CH:1]5[CH2:3][CH2:2]5)[CH:9]=[CH:8][N:7]=4)[CH:16]=[C:15]([CH3:17])[CH:14]=3)=[CH:19][N:20]=2)[CH2:26][CH2:25][CH2:24]1. The yield is 1.09. (2) The reactants are [C:1](Cl)(=O)[C:2](Cl)=[O:3].[CH3:7][N:8]1[C:16]2[C:11](=[CH:12][CH:13]=[CH:14][CH:15]=2)[CH:10]=[CH:9]1.[CH3:17][C:18]1([CH3:35])[O:22][C@H:21]([CH2:23][O:24][C:25]2[CH:26]=[C:27]([CH2:31][C:32]([OH:34])=[O:33])[CH:28]=[CH:29][CH:30]=2)[CH2:20][O:19]1.CCN(CC)CC. The catalyst is C(OCC)C.ClCCl. The product is [CH3:7][N:8]1[C:16]2[C:11](=[CH:12][CH:13]=[CH:14][CH:15]=2)[C:10]([C:1]2[C:2](=[O:3])[O:33][C:32](=[O:34])[C:31]=2[C:27]2[CH:28]=[CH:29][CH:30]=[C:25]([O:24][CH2:23][C@@H:21]3[CH2:20][O:19][C:18]([CH3:35])([CH3:17])[O:22]3)[CH:26]=2)=[CH:9]1. The yield is 0.270. (3) The reactants are [CH3:1]/[C:2](/[CH2:7][CH2:8][CH3:9])=[CH:3]\[C:4]([OH:6])=O.ClC(OCC)=O.C(N(CC)CC)C.[CH:23]([NH:26][CH:27]([CH3:29])[CH3:28])([CH3:25])[CH3:24].Cl. No catalyst specified. The product is [CH:23]([N:26]([CH:27]([CH3:29])[CH3:28])[C:4](=[O:6])/[CH:3]=[C:2](\[CH3:1])/[CH2:7][CH2:8][CH3:9])([CH3:25])[CH3:24]. The yield is 0.340. (4) The reactants are N1C2C(=CC=C3C=2N=CC=C3)C=CC=1.[C:15]([O-])([O-])=[O:16].[Cs+].[Cs+].I[C:22]1[CH:23]=[C:24]([CH:27]=[CH:28][CH:29]=1)[C:25]#[N:26].CO. The catalyst is [Cu]I.C1(C)C=CC=CC=1. The product is [CH3:15][O:16][C:22]1[CH:23]=[C:24]([CH:27]=[CH:28][CH:29]=1)[C:25]#[N:26]. The yield is 0.840. (5) The reactants are [Cl:1][C:2]1[CH:7]=[C:6]([O:8][CH3:9])[C:5]([NH:10][C:11](=[O:17])[O:12][C:13]([CH3:16])([CH3:15])[CH3:14])=[C:4]([CH:18]=O)[CH:3]=1.[C:20]([O:28][CH2:29][CH3:30])(=[O:27])[CH2:21][C:22]([O:24][CH2:25][CH3:26])=[O:23].N1CCCCC1.C(O)(=O)C1C=CC=CC=1. The catalyst is C1C=CC=CC=1. The product is [C:13]([O:12][C:11]([NH:10][C:5]1[C:6]([O:8][CH3:9])=[CH:7][C:2]([Cl:1])=[CH:3][C:4]=1[CH:18]=[C:21]([C:22]([O:24][CH2:25][CH3:26])=[O:23])[C:20]([O:28][CH2:29][CH3:30])=[O:27])=[O:17])([CH3:14])([CH3:15])[CH3:16]. The yield is 0.780. (6) The reactants are [O:1]=[S:2]1(=[O:8])[CH2:6][CH2:5][C@H:4]([NH2:7])[CH2:3]1.[Br:9][C:10]1[CH:15]=[CH:14][C:13]([S:16](Cl)(=[O:18])=[O:17])=[CH:12][CH:11]=1.C(N(CC)CC)C.O. The catalyst is ClCCl. The product is [Br:9][C:10]1[CH:15]=[CH:14][C:13]([S:16]([NH:7][C@H:4]2[CH2:5][CH2:6][S:2](=[O:8])(=[O:1])[CH2:3]2)(=[O:18])=[O:17])=[CH:12][CH:11]=1. The yield is 0.650.